Dataset: Catalyst prediction with 721,799 reactions and 888 catalyst types from USPTO. Task: Predict which catalyst facilitates the given reaction. (1) The catalyst class is: 37. Product: [O:1]([C:8]1[CH:9]=[CH:10][C:11]([NH:14][C:15]2[N:16]=[CH:17][N:18]=[C:19]([NH:21][CH:22]3[CH2:27][CH2:26][CH2:25][N:24]([C:28](=[O:31])[CH:29]=[CH2:30])[CH2:23]3)[CH:20]=2)=[CH:12][CH:13]=1)[C:2]1[CH:7]=[CH:6][CH:5]=[CH:4][CH:3]=1. Reactant: [O:1]([C:8]1[CH:13]=[CH:12][C:11]([NH:14][C:15]2[CH:20]=[C:19]([NH:21][CH:22]3[CH2:27][CH2:26][CH2:25][NH:24][CH2:23]3)[N:18]=[CH:17][N:16]=2)=[CH:10][CH:9]=1)[C:2]1[CH:7]=[CH:6][CH:5]=[CH:4][CH:3]=1.[C:28](Cl)(=[O:31])[CH:29]=[CH2:30]. (2) Reactant: [NH2:1][C:2]1[C:3]([CH3:13])=[C:4]([CH:9]=[C:10]([Cl:12])[CH:11]=1)[C:5]([O:7][CH3:8])=[O:6].O=[C:15]1[CH2:20][CH2:19][N:18]([C:21]([O:23][C:24]([CH3:27])([CH3:26])[CH3:25])=[O:22])[CH2:17][CH2:16]1.C(O)(=O)C.C(O[BH-](OC(=O)C)OC(=O)C)(=O)C.[Na+]. Product: [Cl:12][C:10]1[CH:9]=[C:4]([C:5]([O:7][CH3:8])=[O:6])[C:3]([CH3:13])=[C:2]([NH:1][CH:15]2[CH2:20][CH2:19][N:18]([C:21]([O:23][C:24]([CH3:27])([CH3:26])[CH3:25])=[O:22])[CH2:17][CH2:16]2)[CH:11]=1. The catalyst class is: 68. (3) Reactant: [Cl:1][C:2]1[CH:7]=[C:6]([Cl:8])[CH:5]=[CH:4][C:3]=1[CH2:9][C:10]([O:12][CH3:13])=[O:11].[H-].[Na+].[CH3:16]I. Product: [Cl:1][C:2]1[CH:7]=[C:6]([Cl:8])[CH:5]=[CH:4][C:3]=1[CH:9]([CH3:16])[C:10]([O:12][CH3:13])=[O:11]. The catalyst class is: 1. (4) Reactant: [F:1][C:2]1[CH:17]=[CH:16][C:5]([O:6][C:7]2[CH:8]=[C:9]([CH:13]=[CH:14][CH:15]=2)[C:10](Cl)=[O:11])=[C:4]([N+:18]([O-:20])=[O:19])[CH:3]=1.[CH3:21][NH:22][CH3:23]. Product: [F:1][C:2]1[CH:17]=[CH:16][C:5]([O:6][C:7]2[CH:8]=[C:9]([CH:13]=[CH:14][CH:15]=2)[C:10]([N:22]([CH3:23])[CH3:21])=[O:11])=[C:4]([N+:18]([O-:20])=[O:19])[CH:3]=1. The catalyst class is: 1. (5) Reactant: C(OC([N:8]([CH2:33][CH2:34][C:35]1[CH:40]=[CH:39][C:38]([O:41][C:42]([F:45])([F:44])[F:43])=[CH:37][CH:36]=1)[C:9]1[N:14]=[C:13]([O:15][CH3:16])[N:12]=[C:11]([N:17]2[CH2:21][C@@H:20]([C:22]3[CH:27]=[CH:26][CH:25]=[CH:24][C:23]=3[O:28][CH3:29])[C@H:19]([C:30]([OH:32])=[O:31])[CH2:18]2)[CH:10]=1)=O)(C)(C)C.C(O)(C(F)(F)F)=O. Product: [CH3:29][O:28][C:23]1[CH:24]=[CH:25][CH:26]=[CH:27][C:22]=1[C@@H:20]1[CH2:21][N:17]([C:11]2[CH:10]=[C:9]([NH:8][CH2:33][CH2:34][C:35]3[CH:40]=[CH:39][C:38]([O:41][C:42]([F:45])([F:43])[F:44])=[CH:37][CH:36]=3)[N:14]=[C:13]([O:15][CH3:16])[N:12]=2)[CH2:18][C@H:19]1[C:30]([OH:32])=[O:31]. The catalyst class is: 2. (6) Reactant: C[N:2]1[CH2:7][C:6]([C:8]([O:10][CH3:11])=[O:9])=[CH:5][CH2:4][CH2:3]1.Br.C(=O)([O-])[O-].[Na+].[Na+].[Cl:19]C(Cl)(OC(=O)OC(Cl)(Cl)Cl)Cl. Product: [ClH:19].[NH:2]1[CH2:3][CH2:4][CH:5]=[C:6]([C:8]([O:10][CH3:11])=[O:9])[CH2:7]1. The catalyst class is: 226. (7) Reactant: [CH3:1][S:2][CH2:3][C:4]1[CH:9]=[CH:8][C:7]([C:10]2[N:15]=[CH:14][C:13]([O:16][CH2:17][CH:18]3[CH2:23][CH2:22][N:21]([C:24]([O:26][CH:27]([CH3:29])[CH3:28])=[O:25])[CH2:20][CH2:19]3)=[CH:12][CH:11]=2)=[CH:6][CH:5]=1.[OH:30]OS([O-])=O.[K+].[OH2:36]. Product: [CH3:1][S:2]([CH2:3][C:4]1[CH:5]=[CH:6][C:7]([C:10]2[N:15]=[CH:14][C:13]([O:16][CH2:17][CH:18]3[CH2:23][CH2:22][N:21]([C:24]([O:26][CH:27]([CH3:29])[CH3:28])=[O:25])[CH2:20][CH2:19]3)=[CH:12][CH:11]=2)=[CH:8][CH:9]=1)(=[O:30])=[O:36]. The catalyst class is: 21. (8) Reactant: [C:1]([O:5][C:6]([NH:8][C:9]1[CH:10]=[CH:11][C:12]([C:15]2[N:19]([C:20]3[CH:21]=[N:22][CH:23]=[CH:24][CH:25]=3)[N:18]=[C:17]([C:26]([OH:28])=O)[CH:16]=2)=[N:13][CH:14]=1)=[O:7])([CH3:4])([CH3:3])[CH3:2].[C:29]([NH2:33])([CH3:32])([CH3:31])[CH3:30].ON1C2C=CC=CC=2N=N1.Cl.C(N=C=NCCCN(C)C)C. Product: [C:29]([NH:33][C:26]([C:17]1[CH:16]=[C:15]([C:12]2[CH:11]=[CH:10][C:9]([NH:8][C:6]([O:5][C:1]([CH3:4])([CH3:3])[CH3:2])=[O:7])=[CH:14][N:13]=2)[N:19]([C:20]2[CH:21]=[N:22][CH:23]=[CH:24][CH:25]=2)[N:18]=1)=[O:28])([CH3:32])([CH3:31])[CH3:30]. The catalyst class is: 236. (9) Reactant: [Cl:1][C:2]1[CH:7]=[CH:6][CH:5]=[C:4]([CH3:8])[C:3]=1[NH:9][C:10]1[NH:11][C:12]2[C:18]3[CH2:19][C:20]([CH3:23])([CH3:22])[O:21][C:17]=3[C:16]([C:24]([O:26]C)=O)=[CH:15][C:13]=2[N:14]=1.[F:28][C:29]([F:38])([F:37])[C:30]1[N:35]=[CH:34][C:33]([NH2:36])=[CH:32][CH:31]=1.C[Al](C)C. Product: [Cl:1][C:2]1[CH:7]=[CH:6][CH:5]=[C:4]([CH3:8])[C:3]=1[NH:9][C:10]1[NH:11][C:12]2[C:18]3[CH2:19][C:20]([CH3:22])([CH3:23])[O:21][C:17]=3[C:16]([C:24]([NH:36][C:33]3[CH:34]=[N:35][C:30]([C:29]([F:38])([F:28])[F:37])=[CH:31][CH:32]=3)=[O:26])=[CH:15][C:13]=2[N:14]=1. The catalyst class is: 11.